Dataset: Full USPTO retrosynthesis dataset with 1.9M reactions from patents (1976-2016). Task: Predict the reactants needed to synthesize the given product. (1) Given the product [NH2:1][C:2]([C:4]1[NH:8][C:7]([C:9]([OH:11])=[O:10])=[C:6]([CH:16]([CH3:18])[CH3:17])[C:5]=1[S:19]([C:22]1[CH:23]=[CH:24][CH:25]=[CH:26][CH:27]=1)(=[O:20])=[O:21])=[O:3], predict the reactants needed to synthesize it. The reactants are: [NH2:1][C:2]([C:4]1[NH:8][C:7]([C:9]([O:11]C(C)(C)C)=[O:10])=[C:6]([CH:16]([CH3:18])[CH3:17])[C:5]=1[S:19]([C:22]1[CH:27]=[CH:26][CH:25]=[CH:24][CH:23]=1)(=[O:21])=[O:20])=[O:3].C(O)(C(F)(F)F)=O. (2) Given the product [CH2:1]([O:3][C:4]([C:6]1([C:9]2[CH:10]=[CH:11][C:12]([C:15]3[CH:20]=[CH:19][C:18]([C:21]4[O:25][N:24]=[C:23]([CH2:26][CH3:27])[C:22]=4[NH:28][C:30]4[CH:35]=[CH:34][CH:33]=[C:32]([C:36]5[CH:37]=[CH:38][CH:39]=[CH:40][CH:41]=5)[N:31]=4)=[CH:17][CH:16]=3)=[CH:13][CH:14]=2)[CH2:8][CH2:7]1)=[O:5])[CH3:2], predict the reactants needed to synthesize it. The reactants are: [CH2:1]([O:3][C:4]([C:6]1([C:9]2[CH:14]=[CH:13][C:12]([C:15]3[CH:20]=[CH:19][C:18]([C:21]4[O:25][N:24]=[C:23]([CH2:26][CH3:27])[C:22]=4[NH2:28])=[CH:17][CH:16]=3)=[CH:11][CH:10]=2)[CH2:8][CH2:7]1)=[O:5])[CH3:2].Br[C:30]1[CH:35]=[CH:34][CH:33]=[C:32]([C:36]2[CH:41]=[CH:40][CH:39]=[CH:38][CH:37]=2)[N:31]=1. (3) Given the product [CH3:39][C:32]1([CH3:40])[O:31][C:30]2[CH:29]=[C:28](/[CH:5]=[CH:4]/[C:3]([N:2]([CH3:1])[CH2:7][C:8]3[O:9][C:10]4[CH:17]=[CH:16][CH:15]=[CH:14][C:11]=4[C:12]=3[CH3:13])=[O:6])[CH:37]=[N:36][C:35]=2[NH:34][C:33]1=[O:38], predict the reactants needed to synthesize it. The reactants are: [CH3:1][N:2]([CH2:7][C:8]1[O:9][C:10]2[CH:17]=[CH:16][CH:15]=[CH:14][C:11]=2[C:12]=1[CH3:13])[C:3](=[O:6])[CH:4]=[CH2:5].C(N(C(C)C)CC)(C)C.Br[C:28]1[CH:37]=[N:36][C:35]2[NH:34][C:33](=[O:38])[C:32]([CH3:40])([CH3:39])[O:31][C:30]=2[CH:29]=1.CC1C=CC=CC=1P(C1C=CC=CC=1C)C1C=CC=CC=1C. (4) Given the product [C:35]([N:33]1[CH2:34][CH:31]([NH:30][C:7]2[N:8]=[C:9]([NH:10][C:11]3[CH:12]=[CH:13][C:14]([N:17]4[CH2:22][CH2:21][CH:20]([N:23]5[CH2:24][CH2:25][N:26]([CH3:29])[CH2:27][CH2:28]5)[CH2:19][CH2:18]4)=[CH:15][CH:16]=3)[C:4]([C:1]([NH2:2])=[O:3])=[N:5][C:6]=2[CH2:42][CH3:43])[CH2:32]1)(=[O:36])[CH:45]=[CH2:46], predict the reactants needed to synthesize it. The reactants are: [C:1]([C:4]1[N:5]=[C:6]([CH2:42][CH3:43])[C:7]([NH:30][CH:31]2[CH2:34][N:33]([C:35](OC(C)(C)C)=[O:36])[CH2:32]2)=[N:8][C:9]=1[NH:10][C:11]1[CH:16]=[CH:15][C:14]([N:17]2[CH2:22][CH2:21][CH:20]([N:23]3[CH2:28][CH2:27][N:26]([CH3:29])[CH2:25][CH2:24]3)[CH2:19][CH2:18]2)=[CH:13][CH:12]=1)(=[O:3])[NH2:2].F[C:45](F)(F)[C:46](O)=O. (5) Given the product [N:25]1[CH:26]=[CH:27][CH:28]=[CH:29][C:24]=1[CH2:23][N:19]1[C:20]2[C:16](=[CH:15][C:14]([NH:13][C:5]3[C:4]4[C:3]([OH:2])=[CH:12][CH:11]=[CH:10][C:9]=4[N:8]=[CH:7][N:6]=3)=[CH:22][CH:21]=2)[CH:17]=[N:18]1, predict the reactants needed to synthesize it. The reactants are: C[O:2][C:3]1[CH:12]=[CH:11][CH:10]=[C:9]2[C:4]=1[C:5]([NH:13][C:14]1[CH:15]=[C:16]3[C:20](=[CH:21][CH:22]=1)[N:19]([CH2:23][C:24]1[CH:29]=[CH:28][CH:27]=[CH:26][N:25]=1)[N:18]=[CH:17]3)=[N:6][CH:7]=[N:8]2.Cl.N1C=CC=CC=1. (6) Given the product [NH:8]1[C:16]2[CH:15]=[C:14]([NH:17][C:18]3[N:19]=[CH:20][C:21]([C:24]#[N:25])=[N:22][CH:23]=3)[N:13]=[CH:12][C:11]=2[N:10]=[CH:9]1, predict the reactants needed to synthesize it. The reactants are: COC1C=CC(C[N:8]2[C:16]3[CH:15]=[C:14]([NH:17][C:18]4[N:19]=[CH:20][C:21]([C:24]#[N:25])=[N:22][CH:23]=4)[N:13]=[CH:12][C:11]=3[N:10]=[CH:9]2)=CC=1.C(O)(C(F)(F)F)=O. (7) Given the product [Br:1][C:2]1[CH:3]=[CH:4][C:5]([S:8]([CH:11]2[CH2:16][CH2:15][N:14]([CH2:19][CH:18]([F:17])[C:22]3[CH:27]=[CH:26][CH:25]=[CH:24][CH:23]=3)[CH2:13][CH2:12]2)(=[O:9])=[O:10])=[CH:6][CH:7]=1, predict the reactants needed to synthesize it. The reactants are: [Br:1][C:2]1[CH:7]=[CH:6][C:5]([S:8]([CH:11]2[CH2:16][CH2:15][NH:14][CH2:13][CH2:12]2)(=[O:10])=[O:9])=[CH:4][CH:3]=1.[F:17][CH:18]([C:22]1[CH:27]=[CH:26][CH:25]=[CH:24][CH:23]=1)[C:19](O)=O. (8) Given the product [CH2:1]([O:3][CH2:4][C:5]1[N:6]([NH:18][CH:19]([CH3:20])[CH3:21])[C:7]2[C:16]3[CH:15]=[CH:14][CH:13]=[CH:12][C:11]=3[N+:10]([O-:30])=[CH:9][C:8]=2[N:17]=1)[CH3:2], predict the reactants needed to synthesize it. The reactants are: [CH2:1]([O:3][CH2:4][C:5]1[N:6]([NH:18][CH:19]([CH3:21])[CH3:20])[C:7]2[C:16]3[CH:15]=[CH:14][CH:13]=[CH:12][C:11]=3[N:10]=[CH:9][C:8]=2[N:17]=1)[CH3:2].C1C=C(Cl)C=C(C(OO)=[O:30])C=1. (9) Given the product [Cl:11][C:9]1[N:10]=[CH:2][C:3]([C:4]2([OH:5])[CH2:13][CH2:12]2)=[CH:7][CH:8]=1, predict the reactants needed to synthesize it. The reactants are: C[C:2]1[N:10]=[C:9]([Cl:11])[CH:8]=[CH:7][C:3]=1[C:4](N)=[O:5].[CH2:12]([Mg]Br)[CH3:13].O. (10) Given the product [CH3:1][O:2][C:3](=[O:26])[CH:4]([C:18]1[CH:23]=[CH:22][C:21]([Cl:24])=[C:20]([Cl:25])[CH:19]=1)[CH2:5][CH:6]1[CH2:10][CH2:9][CH:8]([OH:11])[CH2:7]1, predict the reactants needed to synthesize it. The reactants are: [CH3:1][O:2][C:3](=[O:26])[CH:4]([C:18]1[CH:23]=[CH:22][C:21]([Cl:24])=[C:20]([Cl:25])[CH:19]=1)[CH2:5][CH:6]1[CH2:10][CH2:9][CH:8]([O:11]C2CCCCO2)[CH2:7]1.